Dataset: Reaction yield outcomes from USPTO patents with 853,638 reactions. Task: Predict the reaction yield, written as a fraction of the theoretical maximum amount of product (1.0 means a 100% yield; for example, 0.34 means a 34% yield). The reactants are [Cl:1][C:2]1[N:7]=[CH:6][C:5]([O:8][CH3:9])=[C:4]([Cl:10])[N:3]=1.[CH:11]([Mg]Br)=[CH2:12].ClC1C(=O)C(C#N)=C(C#N)C(=O)C=1Cl. The catalyst is O1CCCC1. The product is [Cl:1][C:2]1[N:7]=[C:6]([CH:11]=[CH2:12])[C:5]([O:8][CH3:9])=[C:4]([Cl:10])[N:3]=1. The yield is 0.600.